Dataset: Catalyst prediction with 721,799 reactions and 888 catalyst types from USPTO. Task: Predict which catalyst facilitates the given reaction. (1) The catalyst class is: 4. Reactant: [CH2:1]([O:3][C:4](=[O:21])[CH2:5][CH2:6][C:7]1[CH:12]=[CH:11][C:10]([S:13][CH2:14][CH2:15][C@H:16]([OH:18])[CH3:17])=[CH:9][C:8]=1[CH2:19][CH3:20])[CH3:2].C(N(CC)CC)C.[CH3:29][S:30](Cl)(=[O:32])=[O:31]. Product: [CH2:1]([O:3][C:4](=[O:21])[CH2:5][CH2:6][C:7]1[CH:12]=[CH:11][C:10]([S:13][CH2:14][CH2:15][C@H:16]([O:18][S:30]([CH3:29])(=[O:32])=[O:31])[CH3:17])=[CH:9][C:8]=1[CH2:19][CH3:20])[CH3:2]. (2) Reactant: [CH3:1][O-:2].[Na+].Cl[CH2:5][C:6]1[O:10][C:9]([C:11]2[CH:16]=[CH:15][C:14]([C:17]3[C:22]([CH3:23])=[C:21]([F:24])[CH:20]=[C:19]([C:25]([NH:27][CH:28]4[CH2:30][CH2:29]4)=[O:26])[CH:18]=3)=[CH:13][CH:12]=2)=[N:8][N:7]=1. Product: [CH:28]1([NH:27][C:25]([C:19]2[CH:18]=[C:17]([C:14]3[CH:15]=[CH:16][C:11]([C:9]4[O:10][C:6]([CH2:5][O:2][CH3:1])=[N:7][N:8]=4)=[CH:12][CH:13]=3)[C:22]([CH3:23])=[C:21]([F:24])[CH:20]=2)=[O:26])[CH2:30][CH2:29]1. The catalyst class is: 5. (3) Reactant: [F:1][C:2]1[CH:9]=[CH:8][C:7](C=O)=[CH:6][C:3]=1[C:4]#[N:5].C(O)C.[CH:15]([O:22][CH2:23][CH3:24])([O:19][CH2:20][CH3:21])OCC. Product: [CH2:23]([O:22][CH:15]([O:19][CH2:20][CH3:21])[C:7]1[CH:8]=[CH:9][C:2]([F:1])=[C:3]([CH:6]=1)[C:4]#[N:5])[CH3:24]. The catalyst class is: 775. (4) The catalyst class is: 29. Reactant: C(OC(=O)[NH:10][CH2:11][CH2:12][C:13]1[O:14][C:15]([CH2:18][CH3:19])=[CH:16][N:17]=1)C1C=CC=CC=1.Cl. Product: [CH2:18]([C:15]1[O:14][C:13]([CH2:12][CH2:11][NH2:10])=[N:17][CH:16]=1)[CH3:19]. (5) Reactant: Br[C:2]1[CH:3]=[C:4]([N:8]2[CH2:13][CH2:12][CH:11]([NH:14][C:15](=[O:19])[CH2:16][O:17][CH3:18])[CH2:10][CH2:9]2)[CH:5]=[CH:6][CH:7]=1.[B:20]1([B:20]2[O:24][C:23]([CH3:26])([CH3:25])[C:22]([CH3:28])([CH3:27])[O:21]2)[O:24][C:23]([CH3:26])([CH3:25])[C:22]([CH3:28])([CH3:27])[O:21]1.C(Cl)Cl.C([O-])(=O)C. Product: [CH3:18][O:17][CH2:16][C:15]([NH:14][CH:11]1[CH2:12][CH2:13][N:8]([C:4]2[CH:5]=[CH:6][CH:7]=[C:2]([B:20]3[O:24][C:23]([CH3:26])([CH3:25])[C:22]([CH3:28])([CH3:27])[O:21]3)[CH:3]=2)[CH2:9][CH2:10]1)=[O:19]. The catalyst class is: 75.